From a dataset of Peptide-MHC class II binding affinity with 134,281 pairs from IEDB. Regression. Given a peptide amino acid sequence and an MHC pseudo amino acid sequence, predict their binding affinity value. This is MHC class II binding data. (1) The binding affinity (normalized) is 0.523. The peptide sequence is GELQIVDEIDAAFKI. The MHC is DRB1_0401 with pseudo-sequence DRB1_0401. (2) The peptide sequence is INEPTAAAIATGLDR. The MHC is HLA-DQA10501-DQB10301 with pseudo-sequence HLA-DQA10501-DQB10301. The binding affinity (normalized) is 0.704. (3) The peptide sequence is QIKCFEKFIEPKVKF. The MHC is DRB1_0101 with pseudo-sequence DRB1_0101. The binding affinity (normalized) is 0.643. (4) The MHC is DRB1_1501 with pseudo-sequence DRB1_1501. The binding affinity (normalized) is 0.452. The peptide sequence is DTFRKLFDVYSNFLR. (5) The peptide sequence is YDKMLANVSTVLTGK. The MHC is DRB1_1101 with pseudo-sequence DRB1_1101. The binding affinity (normalized) is 0.573.